Dataset: Catalyst prediction with 721,799 reactions and 888 catalyst types from USPTO. Task: Predict which catalyst facilitates the given reaction. The catalyst class is: 6. Reactant: [CH3:1][C:2]1[CH:10]=[CH:9][CH:8]=[C:4]([C:5]([OH:7])=[O:6])[C:3]=1[OH:11].C1N2CN3CN(C2)CN1C3.FC(F)(F)[C:24](O)=[O:25]. Product: [CH3:1][C:2]1[CH:10]=[C:9]([CH:8]=[C:4]([C:5]([OH:7])=[O:6])[C:3]=1[OH:11])[CH:24]=[O:25].